From a dataset of Full USPTO retrosynthesis dataset with 1.9M reactions from patents (1976-2016). Predict the reactants needed to synthesize the given product. (1) Given the product [CH:41]1([C:44](=[O:58])[C:45]([O:47][CH2:48][CH2:49][CH:50]([CH3:57])[CH2:51][CH2:52][CH:53]=[C:54]([CH3:55])[CH3:56])=[O:46])[CH2:40][CH2:38][CH2:43][CH2:42]1, predict the reactants needed to synthesize it. The reactants are: CC(CCC=C(C)C)CCCC(=O)C([O-])=O.O=C(CCC)C(OCCC(C)CCC=C(C)C)=O.C([C:38]1[CH:43]=[CH:42][C:41]([C:44](=[O:58])[C:45]([O:47][CH2:48][CH2:49][CH:50]([CH3:57])[CH2:51][CH2:52][CH:53]=[C:54]([CH3:56])[CH3:55])=[O:46])=[CH:40]C=1)(=O)C.CC(CC)C(=O)C(OCCC(C)CCC=C(C)C)=O.CC(CCC=C(C)C)CCC(C)C(=O)C([O-])=O.CC(CCCCCCCCCCCC)C(=O)C(OCCC(C)CCC=C(C)C)=O.O=C(C1C=CC=CC=1)C(OCCC(C)CCC=C(C)C)=O. (2) Given the product [Cl:42][CH2:2][C:3]1[CH:8]=[CH:7][C:6]([CH:9]2[CH2:14][CH2:13][N:12]([C:15]([O:17][CH2:18][C:19]3[CH:24]=[CH:23][CH:22]=[CH:21][CH:20]=3)=[O:16])[CH2:11][CH:10]2[O:25][CH2:26][C:27]2[CH:28]=[CH:29][C:30]3[O:35][CH2:34][CH2:33][N:32]([CH2:36][CH2:37][CH2:38][O:39][CH3:40])[C:31]=3[CH:41]=2)=[CH:5][CH:4]=1, predict the reactants needed to synthesize it. The reactants are: O[CH2:2][C:3]1[CH:8]=[CH:7][C:6]([CH:9]2[CH2:14][CH2:13][N:12]([C:15]([O:17][CH2:18][C:19]3[CH:24]=[CH:23][CH:22]=[CH:21][CH:20]=3)=[O:16])[CH2:11][CH:10]2[O:25][CH2:26][C:27]2[CH:28]=[CH:29][C:30]3[O:35][CH2:34][CH2:33][N:32]([CH2:36][CH2:37][CH2:38][O:39][CH3:40])[C:31]=3[CH:41]=2)=[CH:5][CH:4]=1.[Cl:42]C(N(C)C)=C(C)C. (3) Given the product [CH3:29][N:27]1[CH:28]=[C:23]([C:9]2[CH:14]=[CH:13][N:12]=[C:11]([NH:15][C:16]([CH:18]3[CH2:19][CH2:20]3)=[O:17])[CH:10]=2)[C:24]2[O:33][C:32]([CH2:34][N:35]3[CH2:40][CH2:39][N:38]([S:41]([CH3:44])(=[O:43])=[O:42])[CH2:37][C@H:36]3[CH3:45])=[CH:31][C:25]=2[C:26]1=[O:30], predict the reactants needed to synthesize it. The reactants are: CC1(C)C(C)(C)OB([C:9]2[CH:14]=[CH:13][N:12]=[C:11]([NH:15][C:16]([CH:18]3[CH2:20][CH2:19]3)=[O:17])[CH:10]=2)O1.Br[C:23]1[C:24]2[O:33][C:32]([CH2:34][N:35]3[CH2:40][CH2:39][N:38]([S:41]([CH3:44])(=[O:43])=[O:42])[CH2:37][C@H:36]3[CH3:45])=[CH:31][C:25]=2[C:26](=[O:30])[N:27]([CH3:29])[CH:28]=1.C(=O)([O-])[O-].[Na+].[Na+]. (4) Given the product [NH2:1][C:2]1[CH:7]=[CH:6][C:5]([N:8]2[CH2:13][CH2:12][N:11]([CH3:14])[CH2:10][CH2:9]2)=[CH:4][C:3]=1[C:15]1[C:16](=[O:17])[NH:18][C:21](=[O:20])[C:22]=1[C:24]1[C:32]2[C:27](=[CH:28][CH:29]=[CH:30][CH:31]=2)[NH:26][CH:25]=1, predict the reactants needed to synthesize it. The reactants are: [NH2:1][C:2]1[CH:7]=[CH:6][C:5]([N:8]2[CH2:13][CH2:12][N:11]([CH3:14])[CH2:10][CH2:9]2)=[CH:4][C:3]=1[CH2:15][C:16]([NH2:18])=[O:17].C[O:20][C:21](=O)[C:22]([C:24]1[C:32]2[C:27](=[CH:28][CH:29]=[CH:30][CH:31]=2)[NH:26][CH:25]=1)=O.CC([O-])(C)C.[K+].